The task is: Regression. Given a target protein amino acid sequence and a drug SMILES string, predict the binding affinity score between them. We predict pIC50 (pIC50 = -log10(IC50 in M); higher means more potent). Dataset: bindingdb_ic50.. This data is from Drug-target binding data from BindingDB using IC50 measurements. (1) The small molecule is COc1cc2c(-c3ccc(O)cc3)nc3c(c(C)nn3-c3ccccc3)c2cc1OC. The target protein sequence is MGDTFIRHIALLGFEKRFVPSQHYVYMFLVKWQDLSEKVVYRRFTEIYEFHKTLKEMFPIEAGAINPENRIIPHLPAPKWFDGQRAAENRQGTLTEYCGTLMSLPTKISRCPHLLDFFKVRPDDLKLPTDNQTKKPETYLMPKDGKSTATDITGPIILQTYRAIANYEKTSGSEMALSTGDVVEVVEKSESGWWFCQMKAKRGWIPASFLEPLDSPDETEDPEPNYAGEPYVAIKAYTAVEGDEVSLLEGEAVEVIHKLLDGWWVIRKDDVTGYFPSMYLQKSGQDVSQAQRQIKRGAPPRRSSIRNAHSIHQRSRKRLSQDAYRRNSVRFLQQRRRQARPGPQSPGSPLEEERQTQRSKPQPAVPPRPSADLILNRCSESTKRKLASAV. The pIC50 is 4.3. (2) The small molecule is COC(=O)c1ccccc1CNC(=O)N1CCC[C@H]1C(=O)Nc1cccc(OC(F)(F)F)c1. The target protein sequence is GRILGGREAEAHARPYMASVQLNGAHLCGGVLVAEQWVLSAAHCLEDAADGKVQVLLGAHSLSQPEPSKRLYDVLRAVPHPDSQPDTIDHDLLLLQLSEKATLGPAVRPLPWQRVDRDVAPGTLCDVAGWGIVNHAGRRPDSLQHVLLPVLDRATCNRRTHHDGAITERLMCAESNRRDSCKGDSGGPLVCGGVLEGVVTSGSRVCGNRKKPGIYTRVASYAAWIDSVLA. The pIC50 is 4.5. (3) The drug is O=C(CCCc1nc2ccccc2c(=O)[nH]1)N[C@H]1CC[C@H](Oc2ccc(Cl)cc2)CC1. The target protein sequence is SGTILIDLSPDDKEFQSVEEEMQSTVREHRDGGHAGGIFNRYNILKIQKVCNKKLWERYTHRRKEVSEENHNHANERMLFHGSPFVNAIIHKGFDERHAYIGGMFGAGIYFAENSSKSNQYVYGIGGGTGCPVHKDRSCYICHRQLLFCRVTLGKSFLQFSAMKMAHSPPGHHSVTGRPSVNGLALAEYVIYRGEQAYPEYLITYQIMRPEG. The pIC50 is 9.2. (4) The compound is N=C(N)N1CCc2ccccc2C1. The target protein (P10634) has sequence MGLLIGDDLWAVVIFTAIFLLLVDLVHRHKFWTAHYPPGPVPLPGLGNLLQVDFENMPYSLYKLRSRYGDVFSLQIAWKPVVVINGLKAVRELLVTYGEDTADRPLLPIYNHLGYGNKSKGVVLAPYGPEWREQRRFSVSTLRDFGVGKKSLEQWVTEEAGHLCDTFAKEAEHPFNPSILLSKAVSNVIASLVYARRFEYEDPFFNRMLKTLKESFGEDTGFMAEVLNAIPILLQIPGLPGKVFPKLNSFIALVDKMLIEHKKSWDPAQPPRDMTDAFLAEMQKAKGNPESSFNDENLRLVVIDLFMAGMVTTSTTLSWALLLMILHPDVQRRVHEEIDEVIGQVRRPEMADQARMPFTNAVIHEVQRFADIVPTNIPHMTSRDIKFQGFLIPKGTTLIPNLSSVLKDETVWEKPLRFHPEHFLDAQGNFVKHEAFMPFSAGRRACLGEPLARMELFLFFTCLLQRFSFSVLAGRPRPSTHGVYALPVTPQPYQLCAVAR.... The pIC50 is 4.0. (5) The drug is Cc1ccc(Cl)c(-c2nc3ccccn3c2NC2CCCCC2)c1F. The target protein sequence is PISPIETVPVKLKPGMDGPKVKQWPLTEEKIKALVEICTELEKEGKNSKIGPENPYNTPVFAIKKKDSTKWRKLVDFRELNRKTQDFWEVQLGIPHPAGLKKKKSVTVLDVGDAYFSVPLDKDFRKYTAFTIPSINNETPGIRYQYNVLPQGWKGSPAIFQSSMTKILEPFRKQNPDIVIYQYMDDLYVGSDLEIGQHRTKIEELRQHLLKWGFYTPDKKHQKEPPFLWMGYELHPDKWTVQPIVLPEKDSWTVNDIQK. The pIC50 is 4.0. (6) The compound is CC(=O)N1c2ccc(NC(=O)c3ccc(-c4ccccc4)cc3)cc2C(C)(c2ccccc2)CC1(C)C. The target protein (P23945) has sequence MALLLVSLLAFLSLGSGCHHRICHCSNRVFLCQESKVTEIPSDLPRNAIELRFVLTKLRVIQKGAFSGFGDLEKIEISQNDVLEVIEADVFSNLPKLHEIRIEKANNLLYINPEAFQNLPNLQYLLISNTGIKHLPDVHKIHSLQKVLLDIQDNINIHTIERNSFVGLSFESVILWLNKNGIQEIHNCAFNGTQLDELNLSDNNNLEELPNDVFHGASGPVILDISRTRIHSLPSYGLENLKKLRARSTYNLKKLPTLEKLVALMEASLTYPSHCCAFANWRRQISELHPICNKSILRQEVDYMTQARGQRSSLAEDNESSYSRGFDMTYTEFDYDLCNEVVDVTCSPKPDAFNPCEDIMGYNILRVLIWFISILAITGNIIVLVILTTSQYKLTVPRFLMCNLAFADLCIGIYLLLIASVDIHTKSQYHNYAIDWQTGAGCDAAGFFTVFASELSVYTLTAITLERWHTITHAMQLDCKVQLRHAASVMVMGWIFAFAA.... The pIC50 is 8.4. (7) The drug is COC(=O)Cn1nc(-c2cccc(OCC(C)C)c2)c2ccccc21. The target protein sequence is MPTRKSNTYLSLVNSYLIDSPQPSSINYWWNLGSLLGLCLVIQIASGVFLAMHYSSNIELAFDSVEHIMRDVNAGWLIRYIHANGASFFFICMYLHIGKALYYGSYKQPRVMLWVIGVVIFILTMAIAFMGYCLVYGQMSHWGATVITNLLSAIPFIGNDIVPFIWGGFSVSNPTIQRFFALHFLLPFILAALVCMHLMALHVHGSSNPVGITGNIDRLPMHPYFIFKDLITVFVFLLIFSLFVFYSPNTLGHPDNYIPGNPMVTPPSIVPEWYLLPFYAILRSIPDKLGGVIAMFGAILILLSLPYTDRSIIRGNSFKVLSKLAFYLFVFNFILLGNLGQLHVEVPYIQLGQFATAYYFAHYIIVVPVISTLENILYYIGTQTRVK. The pIC50 is 6.5. (8) The compound is CCCCCCCC(C[PH](O)(O)C(C)=N)C(=O)O. The target protein sequence is MINVTLEQIKNWIDCEIDEKHLKKTINGVSIDSRKINEGALFIPFKGENVDGHRFITQALNDGAGAVFSEKENKHSEGNQGPIIWVEDTLIALQQLAKAYLNHVNPKVIAVTGSNGKTTTKDMIESVLSTEFKVKKTQGNYNNEIGMPLTLLELDEDTEISILEMGMSGFHQIELLSHIAQPDIAVITNIGESHMQDLGSREGIAKAKFEITTGLKTNGIFIYDGDEPLLKPHVNQVKNAKLISIGLNSDSTYTCHMNDVKNEGIHFTINQKEHYHLPILGTHNMKNAAIAIAIGHELGLNETIIQNNIHNVQLTAMRMERHESSNNVTVINDAYNASPTSMKAAIDTLSVMKGRKILILADVLELGPNSQLMHKQVGEYLKDKNIDVLYTFGKEASYIYDSGKVFVKEAKYFDNKDQLIQTLISQVKPEDKVLVKGSRGMKLEEVVDALL. The pIC50 is 4.9. (9) The drug is COCC(=O)NCC#Cc1ccc2ncnc(Nc3ccc(Oc4ccc(C(=O)Nc5ccccc5)cc4)c(C)c3)c2c1. The target protein (P04626) has sequence MELAALCRWGLLLALLPPGAASTQVCTGTDMKLRLPASPETHLDMLRHLYQGCQVVQGNLELTYLPTNASLSFLQDIQEVQGYVLIAHNQVRQVPLQRLRIVRGTQLFEDNYALAVLDNGDPLNNTTPVTGASPGGLRELQLRSLTEILKGGVLIQRNPQLCYQDTILWKDIFHKNNQLALTLIDTNRSRACHPCSPMCKGSRCWGESSEDCQSLTRTVCAGGCARCKGPLPTDCCHEQCAAGCTGPKHSDCLACLHFNHSGICELHCPALVTYNTDTFESMPNPEGRYTFGASCVTACPYNYLSTDVGSCTLVCPLHNQEVTAEDGTQRCEKCSKPCARVCYGLGMEHLREVRAVTSANIQEFAGCKKIFGSLAFLPESFDGDPASNTAPLQPEQLQVFETLEEITGYLYISAWPDSLPDLSVFQNLQVIRGRILHNGAYSLTLQGLGISWLGLRSLRELGSGLALIHHNTHLCFVHTVPWDQLFRNPHQALLHTANRP.... The pIC50 is 5.0.